Dataset: Forward reaction prediction with 1.9M reactions from USPTO patents (1976-2016). Task: Predict the product of the given reaction. (1) Given the reactants [F:1][CH:2]([F:11])[C:3]([C:5]1[CH:10]=[CH:9][CH:8]=[CH:7][CH:6]=1)=[O:4].Br[C:13]1[CH:18]=[CH:17][C:16]([S:19][CH3:20])=[CH:15][CH:14]=1.ClC1C=CC(SC)=CC=1, predict the reaction product. The product is: [F:1][C:2]([F:11])([C:13]1[CH:18]=[CH:17][C:16]([S:19][CH3:20])=[CH:15][CH:14]=1)[C:3]([C:5]1[CH:6]=[CH:7][CH:8]=[CH:9][CH:10]=1)=[O:4]. (2) Given the reactants [CH3:1][S:2]([C:5]1[CH:6]=[C:7]([CH:11]=[CH:12][CH:13]=1)[C:8]([OH:10])=O)(=[O:4])=[O:3].[N:23]1(C(N2[CH:25]=[CH:24][N:23]=[CH:22]2)=O)[CH:24]=[CH:25]N=[CH:22]1.N1CC=C([C:32]2[C:53]([C:54]([F:57])([F:56])[F:55])=[CH:52][CH:51]=[CH:50][C:33]=2[C:34]([NH:36][C:37]([NH:39][C:40]([O:42][CH2:43][C:44]2[CH:49]=[CH:48][CH:47]=[CH:46][CH:45]=2)=[O:41])=[NH:38])=[O:35])CC1.[CH:58](N(CC)C(C)C)(C)[CH3:59], predict the reaction product. The product is: [CH3:1][S:2]([C:5]1[CH:6]=[C:7]([CH:11]=[CH:12][CH:13]=1)[C:8]([N:23]1[CH2:22][CH2:59][CH:58]([C:52]2[CH:51]=[CH:50][C:33]([C:34]([NH:36][C:37]([NH:39][C:40]([O:42][CH2:43][C:44]3[CH:45]=[CH:46][CH:47]=[CH:48][CH:49]=3)=[O:41])=[NH:38])=[O:35])=[CH:32][C:53]=2[C:54]([F:57])([F:56])[F:55])[CH2:25][CH2:24]1)=[O:10])(=[O:3])=[O:4]. (3) Given the reactants [NH2:1][C:2]1[C:7]2[C:8]([C:11]3[CH:16]=[CH:15][C:14]([O:17][C:18]4[CH:23]=[CH:22][CH:21]=[CH:20][CH:19]=4)=[CH:13][CH:12]=3)=[CH:9][S:10][C:6]=2[C:5](/[CH:24]=[CH:25]/[CH:26]=O)=[CH:4][N:3]=1.C(O[BH-](OC(=O)C)OC(=O)C)(=O)C.[Na+].[CH2:42]([NH:44][CH2:45][CH3:46])[CH3:43], predict the reaction product. The product is: [CH2:42]([N:44]([CH2:45][CH3:46])[CH2:26]/[CH:25]=[CH:24]/[C:5]1[C:6]2[S:10][CH:9]=[C:8]([C:11]3[CH:12]=[CH:13][C:14]([O:17][C:18]4[CH:23]=[CH:22][CH:21]=[CH:20][CH:19]=4)=[CH:15][CH:16]=3)[C:7]=2[C:2]([NH2:1])=[N:3][CH:4]=1)[CH3:43]. (4) Given the reactants [F:1][C:2]1[CH:10]=[CH:9][C:8]2[C:4](=[C:5]3[NH:14][C:13](=[O:15])[CH:12]=[C:11]([CH:16]4[CH2:21][CH2:20][N:19](C(OC(C)(C)C)=O)[CH2:18][CH2:17]4)[N:6]3[N:7]=2)[C:3]=1[C:29]1[CH:34]=[CH:33][CH:32]=[CH:31][CH:30]=1.[ClH:35], predict the reaction product. The product is: [ClH:35].[F:1][C:2]1[CH:10]=[CH:9][C:8]2[C:4](=[C:5]3[NH:14][C:13](=[O:15])[CH:12]=[C:11]([CH:16]4[CH2:21][CH2:20][NH:19][CH2:18][CH2:17]4)[N:6]3[N:7]=2)[C:3]=1[C:29]1[CH:34]=[CH:33][CH:32]=[CH:31][CH:30]=1. (5) Given the reactants [Cl:1][C:2]1[CH:3]=[CH:4][C:5]2[N:11]3[CH:12]=[CH:13][CH:14]=[C:10]3[CH:9]([CH2:15][C:16]([N:18]3[CH2:23][CH2:22][CH:21]([CH2:24][C:25]([O:27][CH2:28][CH3:29])=[O:26])[CH2:20][CH2:19]3)=[O:17])[O:8][CH:7]([C:30]3[C:39]4[O:38][CH2:37][CH2:36][O:35][C:34]=4[CH:33]=[CH:32][CH:31]=3)[C:6]=2[CH:40]=1, predict the reaction product. The product is: [Cl:1][C:2]1[CH:3]=[CH:4][C:5]2[N:11]3[CH:12]=[CH:13][CH:14]=[C:10]3[C@@H:9]([CH2:15][C:16]([N:18]3[CH2:23][CH2:22][CH:21]([CH2:24][C:25]([O:27][CH2:28][CH3:29])=[O:26])[CH2:20][CH2:19]3)=[O:17])[O:8][C@H:7]([C:30]3[C:39]4[O:38][CH2:37][CH2:36][O:35][C:34]=4[CH:33]=[CH:32][CH:31]=3)[C:6]=2[CH:40]=1.[Cl:1][C:2]1[CH:3]=[CH:4][C:5]2[N:11]3[CH:12]=[CH:13][CH:14]=[C:10]3[C@H:9]([CH2:15][C:16]([N:18]3[CH2:23][CH2:22][CH:21]([CH2:24][C:25]([O:27][CH2:28][CH3:29])=[O:26])[CH2:20][CH2:19]3)=[O:17])[O:8][C@@H:7]([C:30]3[C:39]4[O:38][CH2:37][CH2:36][O:35][C:34]=4[CH:33]=[CH:32][CH:31]=3)[C:6]=2[CH:40]=1. (6) Given the reactants [F:1][CH:2]([F:24])[C:3]1[N:8]2[CH:9]=[N:10][C:11]([C:12]#[CH:13])=[C:7]2[N:6]=[C:5]([C:14]2[CH:19]=[CH:18][C:17]([C:20]([F:23])([F:22])[F:21])=[CH:16][CH:15]=2)[CH:4]=1.Br[C:26]1[S:30][C:29]([S:31]([NH2:34])(=[O:33])=[O:32])=[CH:28][CH:27]=1, predict the reaction product. The product is: [F:24][CH:2]([F:1])[C:3]1[N:8]2[CH:9]=[N:10][C:11]([C:12]#[C:13][C:26]3[S:30][C:29]([S:31]([NH2:34])(=[O:33])=[O:32])=[CH:28][CH:27]=3)=[C:7]2[N:6]=[C:5]([C:14]2[CH:19]=[CH:18][C:17]([C:20]([F:23])([F:22])[F:21])=[CH:16][CH:15]=2)[CH:4]=1.